This data is from Full USPTO retrosynthesis dataset with 1.9M reactions from patents (1976-2016). The task is: Predict the reactants needed to synthesize the given product. Given the product [F:23][C:2]([F:1])([F:22])[C:3]1[CH:17]=[C:16]([C:18]([F:21])([F:20])[F:19])[CH:15]=[CH:14][C:4]=1[CH2:5][N:6]1[CH2:7][CH:8]([CH2:10][OH:11])[CH2:9]1, predict the reactants needed to synthesize it. The reactants are: [F:1][C:2]([F:23])([F:22])[C:3]1[CH:17]=[C:16]([C:18]([F:21])([F:20])[F:19])[CH:15]=[CH:14][C:4]=1[CH2:5][N:6]1[CH2:9][CH:8]([C:10](OC)=[O:11])[CH2:7]1.[H-].[Al+3].[Li+].[H-].[H-].[H-].[OH-].[Na+].